This data is from NCI-60 drug combinations with 297,098 pairs across 59 cell lines. The task is: Regression. Given two drug SMILES strings and cell line genomic features, predict the synergy score measuring deviation from expected non-interaction effect. (1) Drug 1: C1=C(C(=O)NC(=O)N1)F. Drug 2: C1C(C(OC1N2C=C(C(=O)NC2=O)F)CO)O. Cell line: MALME-3M. Synergy scores: CSS=35.5, Synergy_ZIP=-4.21, Synergy_Bliss=-0.386, Synergy_Loewe=5.16, Synergy_HSA=5.54. (2) Drug 1: CN(C)C1=NC(=NC(=N1)N(C)C)N(C)C. Drug 2: CCCCC(=O)OCC(=O)C1(CC(C2=C(C1)C(=C3C(=C2O)C(=O)C4=C(C3=O)C=CC=C4OC)O)OC5CC(C(C(O5)C)O)NC(=O)C(F)(F)F)O. Cell line: MDA-MB-435. Synergy scores: CSS=-2.87, Synergy_ZIP=2.37, Synergy_Bliss=1.61, Synergy_Loewe=-2.58, Synergy_HSA=-3.17. (3) Drug 1: C1CCC(C1)C(CC#N)N2C=C(C=N2)C3=C4C=CNC4=NC=N3. Drug 2: CC1CCC2CC(C(=CC=CC=CC(CC(C(=O)C(C(C(=CC(C(=O)CC(OC(=O)C3CCCCN3C(=O)C(=O)C1(O2)O)C(C)CC4CCC(C(C4)OC)OCCO)C)C)O)OC)C)C)C)OC. Cell line: LOX IMVI. Synergy scores: CSS=11.0, Synergy_ZIP=-6.20, Synergy_Bliss=-6.30, Synergy_Loewe=-7.05, Synergy_HSA=-2.90. (4) Drug 1: CC1=C2C(C(=O)C3(C(CC4C(C3C(C(C2(C)C)(CC1OC(=O)C(C(C5=CC=CC=C5)NC(=O)OC(C)(C)C)O)O)OC(=O)C6=CC=CC=C6)(CO4)OC(=O)C)OC)C)OC. Drug 2: CS(=O)(=O)OCCCCOS(=O)(=O)C. Cell line: HS 578T. Synergy scores: CSS=45.1, Synergy_ZIP=1.74, Synergy_Bliss=0.0322, Synergy_Loewe=-15.7, Synergy_HSA=-0.785. (5) Synergy scores: CSS=64.8, Synergy_ZIP=11.9, Synergy_Bliss=10.9, Synergy_Loewe=-40.9, Synergy_HSA=5.60. Drug 2: CCCS(=O)(=O)NC1=C(C(=C(C=C1)F)C(=O)C2=CNC3=C2C=C(C=N3)C4=CC=C(C=C4)Cl)F. Drug 1: CC1=C2C(C(=O)C3(C(CC4C(C3C(C(C2(C)C)(CC1OC(=O)C(C(C5=CC=CC=C5)NC(=O)OC(C)(C)C)O)O)OC(=O)C6=CC=CC=C6)(CO4)OC(=O)C)OC)C)OC. Cell line: HL-60(TB). (6) Drug 1: COC1=C(C=C2C(=C1)N=CN=C2NC3=CC(=C(C=C3)F)Cl)OCCCN4CCOCC4. Drug 2: C1=CN(C(=O)N=C1N)C2C(C(C(O2)CO)O)O.Cl. Cell line: MOLT-4. Synergy scores: CSS=67.8, Synergy_ZIP=-2.03, Synergy_Bliss=-1.45, Synergy_Loewe=-6.67, Synergy_HSA=1.20.